Dataset: Forward reaction prediction with 1.9M reactions from USPTO patents (1976-2016). Task: Predict the product of the given reaction. (1) Given the reactants Br[CH:2]([CH:16]([CH3:18])[CH3:17])[CH2:3][N-:4][C:5]1[CH:10]=[CH:9][CH:8]=[C:7]([C:11]([CH3:14])([CH3:13])[CH3:12])[C:6]=1[OH:15].C(=O)([O-])[O-:20].[K+].[K+].Cl.O, predict the reaction product. The product is: [C:11]([C:7]1[C:6]2[O:15][CH:2]([CH:16]([CH3:18])[CH3:17])[C:3](=[O:20])[NH:4][C:5]=2[CH:10]=[CH:9][CH:8]=1)([CH3:14])([CH3:13])[CH3:12]. (2) The product is: [C:1]([NH:4][C@@H:5]([CH2:9][S:10][C:11]([C:13]1[CH:18]=[CH:17][CH:16]=[CH:15][CH:14]=1)([CH3:19])[CH3:12])[C:6]([NH2:22])=[O:7])(=[O:3])[CH3:2]. Given the reactants [C:1]([NH:4][C@@H:5]([CH2:9][S:10][C:11]([CH3:19])([C:13]1[CH:18]=[CH:17][CH:16]=[CH:15][CH:14]=1)[CH3:12])[C:6](O)=[O:7])(=[O:3])[CH3:2].Cl.C[N:22](C)CCCN=C=NCC.O.OC1C2N=NNC=2C=CC=1.C(N(CC)CC)C.[Cl-].[NH4+], predict the reaction product. (3) Given the reactants [CH2:1]([O:8][CH2:9][CH2:10][O:11][C:12]1[CH:17]=[CH:16][C:15](Br)=[CH:14][CH:13]=1)[C:2]1[CH:7]=[CH:6][CH:5]=[CH:4][CH:3]=1.C([O:22][B:23]([O:28]C(C)C)[O:24]C(C)C)(C)C.C([Li])CCC.Cl, predict the reaction product. The product is: [CH2:1]([O:8][CH2:9][CH2:10][O:11][C:12]1[CH:17]=[CH:16][C:15]([O:22][B:23]([OH:28])[OH:24])=[CH:14][CH:13]=1)[C:2]1[CH:7]=[CH:6][CH:5]=[CH:4][CH:3]=1. (4) Given the reactants [Cl:1][C:2]1[C:10]2[N:9]=[C:8]3[N:11]([C:15]4[CH:20]=[CH:19][C:18]([O:21][CH3:22])=[CH:17][C:16]=4[Cl:23])[CH2:12][CH2:13][CH2:14][N:7]3[C:6]=2[C:5]([CH:24]([CH:26]2[CH2:28][CH2:27]2)[OH:25])=[CH:4][CH:3]=1.N(C(N1CCCCC1)=O)=NC(N1CCCCC1)=O.C(P(CCCC)CCCC)CCC.[F:60][CH:61]([F:64])[CH2:62]O, predict the reaction product. The product is: [Cl:1][C:2]1[C:10]2[N:9]=[C:8]3[N:11]([C:15]4[CH:20]=[CH:19][C:18]([O:21][CH3:22])=[CH:17][C:16]=4[Cl:23])[CH2:12][CH2:13][CH2:14][N:7]3[C:6]=2[C:5]([CH:24]([CH:26]2[CH2:28][CH2:27]2)[O:25][CH2:62][CH:61]([F:64])[F:60])=[CH:4][CH:3]=1. (5) The product is: [C:1]([CH2:3][CH2:4][CH2:5][CH2:6][CH:7]([CH:20]=[O:21])[CH2:8][CH2:9][C:10]1[CH:19]=[CH:18][C:13]([C:14]([O:16][CH3:17])=[O:15])=[CH:12][CH:11]=1)#[N:2]. Given the reactants [C:1]([CH2:3][CH2:4][CH2:5][CH2:6][CH:7]([CH2:20][OH:21])[CH2:8][CH2:9][C:10]1[CH:19]=[CH:18][C:13]([C:14]([O:16][CH3:17])=[O:15])=[CH:12][CH:11]=1)#[N:2].[Cr](Cl)([O-])(=O)=O.[NH+]1C=CC=CC=1, predict the reaction product.